This data is from Forward reaction prediction with 1.9M reactions from USPTO patents (1976-2016). The task is: Predict the product of the given reaction. Given the reactants [OH:1][C:2]1[CH:10]=[CH:9][C:5]([C:6]([OH:8])=O)=[CH:4][C:3]=1[O:11][CH3:12].[NH2:13][C:14]1[CH:19]=[CH:18][CH:17]=[CH:16][C:15]=1O, predict the reaction product. The product is: [O:8]1[C:15]2[CH:16]=[CH:17][CH:18]=[CH:19][C:14]=2[N:13]=[C:6]1[C:5]1[CH:9]=[CH:10][C:2]([OH:1])=[C:3]([O:11][CH3:12])[CH:4]=1.